This data is from Forward reaction prediction with 1.9M reactions from USPTO patents (1976-2016). The task is: Predict the product of the given reaction. (1) The product is: [CH3:9][CH:10]1[CH2:15][CH2:14][CH:13]([O:2][C:1]2[CH:3]=[C:4]([OH:5])[CH:6]=[CH:7][CH:8]=2)[CH2:12][CH2:11]1. Given the reactants [C:1]1([CH:8]=[CH:7][CH:6]=[C:4]([OH:5])[CH:3]=1)[OH:2].[CH3:9][CH:10]1[CH2:15][CH2:14][CH:13](O)[CH2:12][CH2:11]1.C1(P(C2C=CC=CC=2)C2C=CC=CC=2)C=CC=CC=1.N(C(OC(C)C)=O)=NC(OC(C)C)=O, predict the reaction product. (2) Given the reactants [CH3:1][C:2]1[CH2:7][CH2:6][CH:5]([CH2:8][OH:9])[CH2:4][CH:3]=1.C(OO)(=[O:12])C.C(OCC)(=O)C, predict the reaction product. The product is: [CH3:1][C:2]12[O:12][CH:7]1[CH2:6][CH:5]([CH2:8][OH:9])[CH2:4][CH2:3]2. (3) Given the reactants [CH3:1][N:2]([CH3:13])[C:3]1[CH:8]=[CH:7][NH:6][C:5](=[O:9])[C:4]=1[N+:10]([O-:12])=[O:11].[C:14]1(B(O)O)[CH:19]=[CH:18][CH:17]=[CH:16][CH:15]=1.N1C=CC=CC=1.C(N(CC)CC)C, predict the reaction product. The product is: [CH3:1][N:2]([CH3:13])[C:3]1[CH:8]=[CH:7][N:6]([C:14]2[CH:19]=[CH:18][CH:17]=[CH:16][CH:15]=2)[C:5](=[O:9])[C:4]=1[N+:10]([O-:12])=[O:11]. (4) Given the reactants C(Cl)(=O)C(Cl)=O.CS(C)=O.[Cl:11][C:12]1[CH:38]=[C:37]([Cl:39])[CH:36]=[CH:35][C:13]=1[CH2:14][O:15][CH2:16][C@H:17]1[O:21][CH:20]([O:22][CH3:23])[C@H:19]([OH:24])[C@@H:18]1[O:25][CH2:26][C:27]1[CH:32]=[CH:31][C:30]([Cl:33])=[CH:29][C:28]=1[Cl:34].C(N(CC)CC)C, predict the reaction product. The product is: [Cl:11][C:12]1[CH:38]=[C:37]([Cl:39])[CH:36]=[CH:35][C:13]=1[CH2:14][O:15][CH2:16][C@H:17]1[O:21][CH:20]([O:22][CH3:23])[C:19](=[O:24])[C@@H:18]1[O:25][CH2:26][C:27]1[CH:32]=[CH:31][C:30]([Cl:33])=[CH:29][C:28]=1[Cl:34]. (5) Given the reactants [C:1]([O:5][C:6](=[O:20])[NH:7][C@@H:8]([CH3:19])[C:9]([C:11]1[CH:12]=[N:13][C:14]([O:17][CH3:18])=[CH:15][CH:16]=1)=[O:10])([CH3:4])([CH3:3])[CH3:2].C1(C)C=CC=CC=1.CC([O-])C.CC([O-])C.CC([O-])C.[Al+3].Cl, predict the reaction product. The product is: [C:1]([O:5][C:6](=[O:20])[NH:7][C@@H:8]([CH3:19])[C@H:9]([OH:10])[C:11]1[CH:12]=[N:13][C:14]([O:17][CH3:18])=[CH:15][CH:16]=1)([CH3:4])([CH3:2])[CH3:3]. (6) Given the reactants [C:1]1([CH2:7][C@@H:8]([NH:43][C:44](=[O:53])[CH2:45][CH2:46][C:47]2[CH:52]=[CH:51][CH:50]=[CH:49][CH:48]=2)[C:9]([NH:11][CH:12]([CH2:16][CH2:17][CH2:18][C:19]2[N:20]=[CH:21][N:22]([C:24]([C:37]3[CH:42]=[CH:41][CH:40]=[CH:39][CH:38]=3)([C:31]3[CH:36]=[CH:35][CH:34]=[CH:33][CH:32]=3)[C:25]3[CH:30]=[CH:29][CH:28]=[CH:27][CH:26]=3)[CH:23]=2)[C:13](O)=[O:14])=[O:10])[CH:6]=[CH:5][CH:4]=[CH:3][CH:2]=1.[NH2:54][C@@H:55]([CH2:60][C:61]1[CH:70]=[CH:69][C:68]2[C:63](=[CH:64][CH:65]=[CH:66][CH:67]=2)[CH:62]=1)[C:56]([NH:58][CH3:59])=[O:57].C1CN([P+](ON2N=NC3C=CC=CC2=3)(N2CCCC2)N2CCCC2)CC1.F[P-](F)(F)(F)(F)F.C(N(CC)CC)C, predict the reaction product. The product is: [CH3:59][NH:58][C:56]([C@@H:55]([NH:54][C:13](=[O:14])[C@@H:12]([NH:11][C:9](=[O:10])[C@H:8]([NH:43][C:44](=[O:53])[CH2:45][CH2:46][C:47]1[CH:52]=[CH:51][CH:50]=[CH:49][CH:48]=1)[CH2:7][C:1]1[CH:2]=[CH:3][CH:4]=[CH:5][CH:6]=1)[CH2:16][CH2:17][CH2:18][C:19]1[N:20]=[CH:21][N:22]([C:24]([C:37]2[CH:38]=[CH:39][CH:40]=[CH:41][CH:42]=2)([C:25]2[CH:30]=[CH:29][CH:28]=[CH:27][CH:26]=2)[C:31]2[CH:32]=[CH:33][CH:34]=[CH:35][CH:36]=2)[CH:23]=1)[CH2:60][C:61]1[CH:70]=[CH:69][C:68]2[C:63](=[CH:64][CH:65]=[CH:66][CH:67]=2)[CH:62]=1)=[O:57]. (7) Given the reactants Cl.[F:2][C:3]1[CH:10]=[CH:9][C:6]([CH2:7][NH2:8])=[CH:5][C:4]=1[O:11]C.[BrH:13], predict the reaction product. The product is: [BrH:13].[NH2:8][CH2:7][C:6]1[CH:9]=[CH:10][C:3]([F:2])=[C:4]([OH:11])[CH:5]=1. (8) The product is: [Cl:8][C:6]1[CH:5]=[C:4]([C:9]2([C:27]([F:29])([F:30])[F:28])[CH2:13][CH2:12][N:11]([C:14]3[CH:23]=[CH:22][C:17]([C:18]([OH:20])=[O:19])=[C:16]([N+:24]([O-:26])=[O:25])[CH:15]=3)[CH2:10]2)[CH:3]=[C:2]([Cl:1])[CH:7]=1. Given the reactants [Cl:1][C:2]1[CH:3]=[C:4]([C:9]2([C:27]([F:30])([F:29])[F:28])[CH2:13][CH2:12][N:11]([C:14]3[CH:23]=[CH:22][C:17]([C:18]([O:20]C)=[O:19])=[C:16]([N+:24]([O-:26])=[O:25])[CH:15]=3)[CH2:10]2)[CH:5]=[C:6]([Cl:8])[CH:7]=1.[OH-].[Na+].Cl, predict the reaction product. (9) Given the reactants [N:1]1[C:10]2[CH:9]([OH:11])[CH2:8][CH2:7][CH2:6][C:5]=2[CH:4]=[CH:3][CH:2]=1.[CH3:12][S:13](Cl)(=[O:15])=[O:14], predict the reaction product. The product is: [CH3:12][S:13]([O:11][CH:9]1[C:10]2[N:1]=[CH:2][CH:3]=[CH:4][C:5]=2[CH2:6][CH2:7][CH2:8]1)(=[O:15])=[O:14]. (10) Given the reactants C([O-])C.[Na+].[Cl:5][C:6]1[C:7]([O:9][C:10](=[O:13])[C:11]=1[Cl:12])=O.Cl.[CH3:15][O:16][NH2:17], predict the reaction product. The product is: [Cl:12][C:11]1[C:10](=[O:13])[N:17]([O:16][CH3:15])[C:7](=[O:9])[C:6]=1[Cl:5].